This data is from Catalyst prediction with 721,799 reactions and 888 catalyst types from USPTO. The task is: Predict which catalyst facilitates the given reaction. (1) Reactant: [H-].[Na+].[C:3]([NH:6][C:7]1[C:16]([C@H:17]2[CH2:21][CH2:20][O:19][C@H:18]2[CH2:22]OS(C)(=O)=O)=[CH:15][CH:14]=[C:13]([NH:28][C:29](=[O:34])[C:30]([CH3:33])([CH3:32])[CH3:31])[C:8]=1[C:9]([O:11][CH3:12])=[O:10])(=[O:5])[CH3:4].[Cl-].[NH4+]. Product: [C:3]([N:6]1[C:7]2[C:16](=[CH:15][CH:14]=[C:13]([NH:28][C:29](=[O:34])[C:30]([CH3:33])([CH3:31])[CH3:32])[C:8]=2[C:9]([O:11][CH3:12])=[O:10])[C@H:17]2[CH2:21][CH2:20][O:19][C@H:18]2[CH2:22]1)(=[O:5])[CH3:4]. The catalyst class is: 1. (2) Product: [CH2:21]([N:20]([CH2:23][CH3:24])[CH2:19][CH2:18][NH:17][C:15]([C:5]1[CH:6]=[N:7][C:8]2[C:13]([C:4]=1[F:1])=[CH:12][C:11]([I:14])=[CH:10][CH:9]=2)=[O:16])[CH3:22]. Reactant: [F-:1].[K+].Cl[C:4]1[C:13]2[C:8](=[CH:9][CH:10]=[C:11]([I:14])[CH:12]=2)[N:7]=[CH:6][C:5]=1[C:15]([NH:17][CH2:18][CH2:19][N:20]([CH2:23][CH3:24])[CH2:21][CH3:22])=[O:16]. The catalyst class is: 9. (3) The catalyst class is: 4. Reactant: [CH2:1]([NH2:4])[C:2]#[CH:3].[C:5]([O:9][C:10](O[C:10]([O:9][C:5]([CH3:8])([CH3:7])[CH3:6])=[O:11])=[O:11])([CH3:8])([CH3:7])[CH3:6]. Product: [C:5]([O:9][C:10]([NH:4][CH2:1][C:2]#[CH:3])=[O:11])([CH3:8])([CH3:7])[CH3:6]. (4) Product: [C:49]1([S:55]([N:58]2[CH2:62][C@@H:61]([C:63]([N:65]3[CH2:66][CH2:67][N:68]([C:71]4[CH:76]=[C:75]([CH3:77])[CH:74]=[CH:73][C:72]=4[CH3:78])[CH2:69][CH2:70]3)=[O:64])[N:60]([C:81]3[CH:86]=[CH:85][CH:84]=[CH:83][N:82]=3)[C:59]2=[O:79])(=[O:57])=[O:56])[CH:54]=[CH:53][CH:52]=[CH:51][CH:50]=1. The catalyst class is: 62. Reactant: CC1(C)C2C=CC=C(P(C3C=CC=CC=3)C3C=CC=CC=3)C=2OC2C1=CC=CC=2P(C1C=CC=CC=1)C1C=CC=CC=1.C(=O)([O-])[O-].[Cs+].[Cs+].[C:49]1([S:55]([N:58]2[CH2:62][C@@H:61]([C:63]([N:65]3[CH2:70][CH2:69][N:68]([C:71]4[CH:76]=[C:75]([CH3:77])[CH:74]=[CH:73][C:72]=4[CH3:78])[CH2:67][CH2:66]3)=[O:64])[NH:60][C:59]2=[O:79])(=[O:57])=[O:56])[CH:54]=[CH:53][CH:52]=[CH:51][CH:50]=1.Br[C:81]1[CH:86]=[CH:85][CH:84]=[CH:83][N:82]=1.C([O-])(O)=O.[Na+].